This data is from Full USPTO retrosynthesis dataset with 1.9M reactions from patents (1976-2016). The task is: Predict the reactants needed to synthesize the given product. Given the product [NH2:1][CH:2]([CH:6]1[CH2:7][CH:8]2[CH:10]([C:9]2([F:12])[F:13])[CH2:11]1)[C:3]([O:5][CH3:15])=[O:4], predict the reactants needed to synthesize it. The reactants are: [NH2:1][CH:2]([CH:6]1[CH2:11][CH:10]2[CH:8]([C:9]2([F:13])[F:12])[CH2:7]1)[C:3]([OH:5])=[O:4].[Si](C=[N+]=[N-])(C)(C)[CH3:15].